This data is from Forward reaction prediction with 1.9M reactions from USPTO patents (1976-2016). The task is: Predict the product of the given reaction. (1) Given the reactants CO[C:3]([C:5]1[C:6]([OH:35])=[C:7]2[C:12](=[C:13]([C:15]3[CH:16]=[N:17][CH:18]=[CH:19][CH:20]=3)[N:14]=1)[N:11]([CH2:21][CH:22]1[CH2:27][CH2:26][O:25][CH2:24][CH2:23]1)[C:10](=[O:28])[C:9]([C:29]1[CH:34]=[CH:33][CH:32]=[CH:31][CH:30]=1)=[CH:8]2)=[O:4].[NH2:36][CH2:37][CH2:38][C:39]([OH:41])=[O:40].C[O-].[Na+], predict the reaction product. The product is: [OH:35][C:6]1[C:5]([C:3]([NH:36][CH2:37][CH2:38][C:39]([OH:41])=[O:40])=[O:4])=[N:14][C:13]([C:15]2[CH:16]=[N:17][CH:18]=[CH:19][CH:20]=2)=[C:12]2[C:7]=1[CH:8]=[C:9]([C:29]1[CH:34]=[CH:33][CH:32]=[CH:31][CH:30]=1)[C:10](=[O:28])[N:11]2[CH2:21][CH:22]1[CH2:23][CH2:24][O:25][CH2:26][CH2:27]1. (2) The product is: [N+:8]([C:5]1[CH:6]=[CH:7][C:2]([N:14]2[CH2:15][CH2:16][O:11][CH2:12][S:13]2(=[O:18])=[O:17])=[CH:3][CH:4]=1)([O-:10])=[O:9]. Given the reactants F[C:2]1[CH:7]=[CH:6][C:5]([N+:8]([O-:10])=[O:9])=[CH:4][CH:3]=1.[O:11]1[CH2:16][CH2:15][NH:14][S:13](=[O:18])(=[O:17])[CH2:12]1.C([O-])([O-])=O.[Cs+].[Cs+].O, predict the reaction product. (3) Given the reactants C([N:8](CC1C=CC=CC=1)[C@H:9]1[C:15](=[O:16])[NH:14][C:13]2[CH:17]=[C:18]([F:21])[CH:19]=[CH:20][C:12]=2[O:11][C:10]1([CH3:23])[CH3:22])C1C=CC=CC=1, predict the reaction product. The product is: [NH2:8][C@H:9]1[C:15](=[O:16])[NH:14][C:13]2[CH:17]=[C:18]([F:21])[CH:19]=[CH:20][C:12]=2[O:11][C:10]1([CH3:23])[CH3:22]. (4) Given the reactants [NH2:1][C:2]1[NH:6][N:5]=[C:4]([NH:7][C:8]2[CH:13]=[CH:12][C:11]([F:14])=[CH:10][CH:9]=2)[C:3]=1[C:15]([NH2:17])=[O:16].[CH3:18][C:19]1[CH:20]=[C:21]([CH:24]=[C:25]([CH3:28])[C:26]=1[OH:27])[CH:22]=O.[BH4-].[Na+].O, predict the reaction product. The product is: [F:14][C:11]1[CH:10]=[CH:9][C:8]([NH:7][C:4]2[C:3]([C:15]([NH2:17])=[O:16])=[C:2]([NH:1][CH2:22][C:21]3[CH:24]=[C:25]([CH3:28])[C:26]([OH:27])=[C:19]([CH3:18])[CH:20]=3)[NH:6][N:5]=2)=[CH:13][CH:12]=1. (5) Given the reactants [H-].[Na+].[OH:3][CH:4]1[CH2:8][CH2:7][O:6][CH2:5]1.[F:9][C:10]1[CH:17]=[C:16]([O:18][CH3:19])[CH:15]=[C:14](F)[C:11]=1[C:12]#[N:13].O, predict the reaction product. The product is: [F:9][C:10]1[CH:17]=[C:16]([O:18][CH3:19])[CH:15]=[C:14]([O:3][CH:4]2[CH2:8][CH2:7][O:6][CH2:5]2)[C:11]=1[C:12]#[N:13]. (6) Given the reactants Br[C:2]1[CH:41]=[CH:40][C:5]([CH2:6][CH:7]([NH:30][S:31]([C:34]2[CH:35]=[N:36][CH:37]=[CH:38][CH:39]=2)(=[O:33])=[O:32])[C:8]2[N:13]=[C:12]([N:14]([CH2:22][C:23]([O:25][C:26]([CH3:29])([CH3:28])[CH3:27])=[O:24])[C:15]([O:17][C:18]([CH3:21])([CH3:20])[CH3:19])=[O:16])[CH:11]=[CH:10][CH:9]=2)=[CH:4][CH:3]=1.[Cl:42][C:43]1[CH:48]=[CH:47][C:46](B(O)O)=[CH:45][CH:44]=1, predict the reaction product. The product is: [C:18]([O:17][C:15]([N:14]([CH2:22][C:23]([O:25][C:26]([CH3:27])([CH3:29])[CH3:28])=[O:24])[C:12]1[CH:11]=[CH:10][CH:9]=[C:8]([CH:7]([CH2:6][C:5]2[CH:40]=[CH:41][C:2]([C:46]3[CH:47]=[CH:48][C:43]([Cl:42])=[CH:44][CH:45]=3)=[CH:3][CH:4]=2)[NH:30][S:31]([C:34]2[CH:35]=[N:36][CH:37]=[CH:38][CH:39]=2)(=[O:33])=[O:32])[N:13]=1)=[O:16])([CH3:21])([CH3:20])[CH3:19]. (7) Given the reactants [NH2:1][C:2]1[CH:6]=[C:5]([C:7]([CH3:10])([CH3:9])[CH3:8])[NH:4][C:3]=1[C:11]([O:13][CH3:14])=[O:12].N1C=CC=CC=1.[C:21](Cl)(Cl)=[O:22].[NH2:25][C:26]1[CH:31]=[CH:30][C:29]([CH3:32])=[CH:28][CH:27]=1, predict the reaction product. The product is: [C:11]([C:3]1[NH:4][C:5]([C:7]([CH3:10])([CH3:8])[CH3:9])=[CH:6][C:2]=1[NH:1][C:21]([NH:25][C:26]1[CH:31]=[CH:30][C:29]([CH3:32])=[CH:28][CH:27]=1)=[O:22])([O:13][CH3:14])=[O:12].